This data is from Reaction yield outcomes from USPTO patents with 853,638 reactions. The task is: Predict the reaction yield, written as a fraction of the theoretical maximum amount of product (1.0 means a 100% yield; for example, 0.34 means a 34% yield). The reactants are [OH:1][C:2]1[CH:7]=[CH:6][N:5]([CH2:8][CH2:9][C:10]([CH3:20])([S:16]([CH3:19])(=[O:18])=[O:17])[C:11]([O:13]CC)=[O:12])[C:4](=[O:21])[CH:3]=1.[CH:22]1([CH2:28][CH2:29][CH2:30]O)[CH2:27][CH2:26][CH2:25][CH2:24][CH2:23]1.C1(P(C2C=CC=CC=2)C2C=CC=CC=2)C=CC=CC=1.CC(OC(/N=N/C(OC(C)C)=O)=O)C.[Li+].[OH-]. The catalyst is C(OCC)(=O)C.O.C1COCC1. The product is [CH:22]1([CH2:28][CH2:29][CH2:30][O:1][C:2]2[CH:7]=[CH:6][N:5]([CH2:8][CH2:9][C:10]([CH3:20])([S:16]([CH3:19])(=[O:17])=[O:18])[C:11]([OH:13])=[O:12])[C:4](=[O:21])[CH:3]=2)[CH2:27][CH2:26][CH2:25][CH2:24][CH2:23]1. The yield is 0.510.